Dataset: Reaction yield outcomes from USPTO patents with 853,638 reactions. Task: Predict the reaction yield, written as a fraction of the theoretical maximum amount of product (1.0 means a 100% yield; for example, 0.34 means a 34% yield). (1) The reactants are [Cl:1][C:2]1[CH:19]=[C:18]([N+:20]([O-])=O)[CH:17]=[CH:16][C:3]=1[O:4][C:5]1[CH:10]=[CH:9][N:8]=[C:7]([NH:11][CH2:12][CH2:13][CH2:14][OH:15])[N:6]=1. The catalyst is C(OCC)(=O)C.[Pd]. The product is [NH2:20][C:18]1[CH:17]=[CH:16][C:3]([O:4][C:5]2[CH:10]=[CH:9][N:8]=[C:7]([NH:11][CH2:12][CH2:13][CH2:14][OH:15])[N:6]=2)=[C:2]([Cl:1])[CH:19]=1. The yield is 0.560. (2) The reactants are [NH2:1][C:2]1[O:6][C:5]([C:7]2[C:8]([CH:16]3[CH2:19][CH2:18][CH2:17]3)=[CH:9][C:10]([CH3:15])=[C:11]([CH:14]=2)[C:12]#[N:13])=[N:4][N:3]=1.[OH-].[K+].Cl.[CH3:23]O. The yield is 0.340. The product is [CH:16]1([C:8]2[C:7]([C:5]3[NH:1][C:2]([O:6][CH3:23])=[N:3][N:4]=3)=[CH:14][C:11]([C:12]#[N:13])=[C:10]([CH3:15])[CH:9]=2)[CH2:19][CH2:18][CH2:17]1. No catalyst specified.